Dataset: Full USPTO retrosynthesis dataset with 1.9M reactions from patents (1976-2016). Task: Predict the reactants needed to synthesize the given product. (1) Given the product [F:1][C:2]1([F:32])[CH2:5][CH:4]([CH:6]([NH:16][C:17]2[CH:18]=[N:19][C:20]([N:23]3[CH:27]=[C:26]([C:28]([F:30])([F:29])[F:31])[N:25]=[CH:24]3)=[CH:21][CH:22]=2)[C:7]2[CH:15]=[CH:14][C:10]([C:11]([NH:34][CH2:35][CH2:36][C:37]([O:39][CH2:40][CH3:41])=[O:38])=[O:13])=[CH:9][CH:8]=2)[CH2:3]1, predict the reactants needed to synthesize it. The reactants are: [F:1][C:2]1([F:32])[CH2:5][CH:4]([CH:6]([NH:16][C:17]2[CH:18]=[N:19][C:20]([N:23]3[CH:27]=[C:26]([C:28]([F:31])([F:30])[F:29])[N:25]=[CH:24]3)=[CH:21][CH:22]=2)[C:7]2[CH:15]=[CH:14][C:10]([C:11]([OH:13])=O)=[CH:9][CH:8]=2)[CH2:3]1.Cl.[NH2:34][CH2:35][CH2:36][C:37]([O:39][CH2:40][CH3:41])=[O:38].F[P-](F)(F)(F)(F)F.N1(OC(N(C)C)=[N+](C)C)C2N=CC=CC=2N=N1.C(N(C(C)C)CC)(C)C. (2) Given the product [Cl:33][C:32]1[C:27]2[B:28]([OH:31])[O:29][CH2:30][C:26]=2[CH:25]=[CH:24][C:23]=1[O:22][CH2:21][C:18]([NH:17][C:10](=[O:12])[C:9]1[CH:8]=[CH:7][C:6]([S:3]([C:2]([F:1])([F:16])[F:15])(=[O:4])=[O:5])=[CH:14][CH:13]=1)([C:19]#[N:20])[CH3:34], predict the reactants needed to synthesize it. The reactants are: [F:1][C:2]([F:16])([F:15])[S:3]([C:6]1[CH:14]=[CH:13][C:9]([C:10]([OH:12])=O)=[CH:8][CH:7]=1)(=[O:5])=[O:4].[NH2:17][C:18]([CH3:34])([CH2:21][O:22][C:23]1[CH:24]=[CH:25][C:26]2[CH2:30][O:29][B:28]([OH:31])[C:27]=2[C:32]=1[Cl:33])[C:19]#[N:20].CCN(C(C)C)C(C)C. (3) Given the product [OH:24][C:21]1[C:22]2[O:23][CH:1]=[N:12][C:13]=2[CH:14]=[C:15]([C:16]([O:18][CH3:19])=[O:17])[CH:20]=1, predict the reactants needed to synthesize it. The reactants are: [CH:1](OCC)(OCC)OCC.Cl.[NH2:12][C:13]1[CH:14]=[C:15]([CH:20]=[C:21]([OH:24])[C:22]=1[OH:23])[C:16]([O:18][CH3:19])=[O:17]. (4) The reactants are: [NH2:1][C:2]12[C:20](=[O:21])[C:19]3[C:14](=[CH:15][CH:16]=[CH:17][CH:18]=3)[C:3]1([OH:22])[O:4][C:5]1[CH:10]=[C:9]([CH:11]([CH3:13])[CH3:12])[CH:8]=[CH:7][C:6]=12.[CH3:23][C:24]([CH3:31])([CH3:30])[C:25](=[O:29])[C:26](O)=[O:27].O=P(Cl)(Cl)Cl. Given the product [OH:22][C:3]12[C:14]3[C:19](=[CH:18][CH:17]=[CH:16][CH:15]=3)[C:20](=[O:21])[C:2]1([NH:1][C:26](=[O:27])[C:25](=[O:29])[C:24]([CH3:31])([CH3:30])[CH3:23])[C:6]1[CH:7]=[CH:8][C:9]([CH:11]([CH3:13])[CH3:12])=[CH:10][C:5]=1[O:4]2, predict the reactants needed to synthesize it. (5) Given the product [NH2:1][C:2]1[C:3]([Br:32])=[CH:4][C:5]([CH2:6][C@H:7]([C:26]([N:89]2[CH2:88][CH2:87][CH:86]([CH:83]3[CH2:82][CH2:81][N:80]([C:78]([O:77][C:75]([CH3:92])([CH3:76])[CH3:74])=[O:79])[CH2:85][CH2:84]3)[CH2:91][CH2:90]2)=[O:28])[NH2:8])=[CH:29][C:30]=1[Br:31], predict the reactants needed to synthesize it. The reactants are: [NH2:1][C:2]1[C:30]([Br:31])=[CH:29][C:5]([CH2:6][C@H:7]([C:26]([OH:28])=O)[NH:8]C(OCC2C3C=CC=CC=3C3C2=CC=CC=3)=O)=[CH:4][C:3]=1[Br:32].C1C=CC2N(O)N=NC=2C=1.CN(C(ON1N=NC2C=CC=CC1=2)=[N+](C)C)C.[B-](F)(F)(F)F.CCN(C(C)C)C(C)C.[CH3:74][C:75]([CH3:92])([O:77][C:78]([N:80]1[CH2:85][CH2:84][CH:83]([CH:86]2[CH2:91][CH2:90][NH:89][CH2:88][CH2:87]2)[CH2:82][CH2:81]1)=[O:79])[CH3:76].C(NCC)C. (6) Given the product [CH:18]1([N:9]2[C:10]3[CH:15]=[CH:14][N:13]=[C:12]([O:16][CH3:17])[C:11]=3[C:7]([C:33]3[CH:34]=[C:35]([CH2:39][C:40]#[N:41])[CH:36]=[CH:37][CH:38]=3)=[N:8]2)[CH2:22][CH2:21][CH2:20][CH2:19]1, predict the reactants needed to synthesize it. The reactants are: FC(F)(F)S(O[C:7]1[C:11]2[C:12]([O:16][CH3:17])=[N:13][CH:14]=[CH:15][C:10]=2[N:9]([CH:18]2[CH2:22][CH2:21][CH2:20][CH2:19]2)[N:8]=1)(=O)=O.CC1(C)C(C)(C)OB([C:33]2[CH:34]=[C:35]([CH2:39][C:40]#[N:41])[CH:36]=[CH:37][CH:38]=2)O1.C(=O)([O-])[O-].[Na+].[Na+].O. (7) The reactants are: C([O:3][C:4]([C:6]1[N:14]([CH2:15][CH2:16][O:17][CH3:18])[C:9]2=[N:10][CH:11]=[CH:12][CH:13]=[C:8]2[CH:7]=1)=[O:5])C.CCO.[OH-].[Na+].Cl. Given the product [CH3:18][O:17][CH2:16][CH2:15][N:14]1[C:9]2=[N:10][CH:11]=[CH:12][CH:13]=[C:8]2[CH:7]=[C:6]1[C:4]([OH:5])=[O:3], predict the reactants needed to synthesize it.